Dataset: Forward reaction prediction with 1.9M reactions from USPTO patents (1976-2016). Task: Predict the product of the given reaction. (1) Given the reactants [C:1]([NH:9][C:10](N)=[S:11])(=[O:8])[C:2]1[CH:7]=[CH:6][CH:5]=[CH:4][CH:3]=1.[S-]C#N.[NH4+].C(Cl)(=O)C1C=CC=CC=1, predict the reaction product. The product is: [C:1]([N:9]=[C:10]=[S:11])(=[O:8])[C:2]1[CH:7]=[CH:6][CH:5]=[CH:4][CH:3]=1. (2) Given the reactants [CH2:1]([S:8][C:9]1[CH:14]=[C:13]([F:15])[CH:12]=[C:11](Br)[C:10]=1[Cl:17])[C:2]1[CH:7]=[CH:6][CH:5]=[CH:4][CH:3]=1.[NH:18]1[CH2:22][CH2:21][CH2:20][CH2:19]1.C1C=CC(P(C2C(C3C(P(C4C=CC=CC=4)C4C=CC=CC=4)=CC=C4C=3C=CC=C4)=C3C(C=CC=C3)=CC=2)C2C=CC=CC=2)=CC=1.CC([O-])(C)C.[Na+], predict the reaction product. The product is: [CH2:1]([S:8][C:9]1[C:10]([Cl:17])=[C:11]([N:18]2[CH2:22][CH2:21][CH2:20][CH2:19]2)[CH:12]=[C:13]([F:15])[CH:14]=1)[C:2]1[CH:7]=[CH:6][CH:5]=[CH:4][CH:3]=1.